From a dataset of Full USPTO retrosynthesis dataset with 1.9M reactions from patents (1976-2016). Predict the reactants needed to synthesize the given product. Given the product [OH:18][CH:17]([C:2]1[CH:11]=[CH:10][CH:9]=[CH:8][C:3]=1[C:4]([NH:6][CH3:7])=[O:5])[C:16]1[CH:19]=[CH:20][C:13]([F:12])=[CH:14][CH:15]=1, predict the reactants needed to synthesize it. The reactants are: Br[C:2]1[CH:11]=[CH:10][CH:9]=[CH:8][C:3]=1[C:4]([NH:6][CH3:7])=[O:5].[F:12][C:13]1[CH:20]=[CH:19][C:16]([CH:17]=[O:18])=[CH:15][CH:14]=1.OC(C1C=C(C=CC=1)C(NC)=O)C1C=CC(F)=CC=1.